From a dataset of Forward reaction prediction with 1.9M reactions from USPTO patents (1976-2016). Predict the product of the given reaction. Given the reactants [Cl:1][C:2]1[C:7]([NH:8][C:9]2[N:14]=[C:13]([N:15]([CH:25]3[CH2:27][CH2:26]3)CC3C=CC(OC)=CC=3)[C:12]3=[N:28][CH:29]=[C:30]([C:31]#[N:32])[N:11]3[N:10]=2)=[CH:6][C:5]([C:33]#[N:34])=[CH:4][C:3]=1[N:35]1[CH2:40][CH2:39][O:38][CH:37]([CH2:41][N:42](CC2C=CC(OC)=CC=2)[S:43]([CH3:46])(=[O:45])=[O:44])[CH2:36]1.C1(OC)C=CC=CC=1.FC(F)(F)C(O)=O, predict the reaction product. The product is: [Cl:1][C:2]1[C:7]([NH:8][C:9]2[N:14]=[C:13]([NH:15][CH:25]3[CH2:26][CH2:27]3)[C:12]3=[N:28][CH:29]=[C:30]([C:31]#[N:32])[N:11]3[N:10]=2)=[CH:6][C:5]([C:33]#[N:34])=[CH:4][C:3]=1[N:35]1[CH2:40][CH2:39][O:38][CH:37]([CH2:41][NH:42][S:43]([CH3:46])(=[O:45])=[O:44])[CH2:36]1.